This data is from Full USPTO retrosynthesis dataset with 1.9M reactions from patents (1976-2016). The task is: Predict the reactants needed to synthesize the given product. (1) Given the product [C:1]([O:5][C:6]([N:8]1[CH2:9][CH:10]=[C:11]([C:14]2[NH:31][C:17]3=[N:18][CH:19]=[CH:20][C:21]([C:22]4[CH:27]=[CH:26][C:25]([CH2:28][NH:29][C:40]([C:38]5[O:39][C:35]([CH:32]([CH3:34])[CH3:33])=[N:36][N:37]=5)=[O:41])=[C:24]([F:30])[CH:23]=4)=[C:16]3[N:15]=2)[CH2:12][CH2:13]1)=[O:7])([CH3:4])([CH3:2])[CH3:3], predict the reactants needed to synthesize it. The reactants are: [C:1]([O:5][C:6]([N:8]1[CH2:13][CH:12]=[C:11]([C:14]2[NH:31][C:17]3=[N:18][CH:19]=[CH:20][C:21]([C:22]4[CH:27]=[CH:26][C:25]([CH2:28][NH2:29])=[C:24]([F:30])[CH:23]=4)=[C:16]3[N:15]=2)[CH2:10][CH2:9]1)=[O:7])([CH3:4])([CH3:3])[CH3:2].[CH:32]([C:35]1[O:39][C:38]([C:40](O)=[O:41])=[N:37][N:36]=1)([CH3:34])[CH3:33].C1CN([P+](Br)(N2CCCC2)N2CCCC2)CC1.F[P-](F)(F)(F)(F)F.CN(C=O)C.CCN(C(C)C)C(C)C. (2) Given the product [CH:2]([N:41]([CH3:40])[C@@H:9]1[CH2:14][CH2:13][C@H:12]([NH:15][C:16](=[O:31])[CH2:17][NH:18][C:19](=[O:30])[C:20]2[CH:25]=[CH:24][CH:23]=[C:22]([C:26]([F:27])([F:28])[F:29])[CH:21]=2)[C@H:11]([CH2:32][O:33][C:34]2[CH:35]=[N:36][CH:37]=[CH:38][CH:39]=2)[CH2:10]1)([CH3:3])[CH3:44], predict the reactants needed to synthesize it. The reactants are: F[C:2](F)(F)[C:3](O)=O.N[C@@H:9]1[CH2:14][CH2:13][C@H:12]([NH:15][C:16](=[O:31])[CH2:17][NH:18][C:19](=[O:30])[C:20]2[CH:25]=[CH:24][CH:23]=[C:22]([C:26]([F:29])([F:28])[F:27])[CH:21]=2)[C@H:11]([CH2:32][O:33][C:34]2[CH:35]=[N:36][CH:37]=[CH:38][CH:39]=2)[CH2:10]1.[C:40]([BH3-])#[N:41].[Na+].[CH2:44]=O. (3) Given the product [Cl:66][C:67]1[CH:68]=[C:69]([CH:72]=[CH:73][CH:74]=1)[CH2:70][NH:71][C:10]([C:8]1[CH:9]=[C:4]2[C:5]([C:15](=[O:17])[N:29]([C:23]3[CH:22]=[CH:21][C:26]([O:49][CH3:45])=[C:25]([O:27][CH3:28])[N:24]=3)[C:2](=[S:3])[NH:1]2)=[CH:6][C:7]=1[CH3:14])=[O:12], predict the reactants needed to synthesize it. The reactants are: [N:1]([C:4]1[CH:9]=[C:8]([C:10]([O:12]C)=O)[C:7]([CH3:14])=[CH:6][C:5]=1[C:15]([O:17]C)=O)=[C:2]=[S:3].CO[C:21]1[CH:26]=[C:25]([O:27][CH3:28])[N:24]=[C:23]([NH2:29])[CH:22]=1.[OH-].[Na+].Cl.CCN(C(C)C)C(C)C.CN([C:45]([O:49]N1N=NC2C=CC=NC1=2)=[N+](C)C)C.F[P-](F)(F)(F)(F)F.[Cl:66][C:67]1[CH:68]=[C:69]([CH:72]=[CH:73][CH:74]=1)[CH2:70][NH2:71]. (4) Given the product [CH3:1][O:2][C:3]1[C:4]([CH2:16][O:17][C:18]2[CH:23]=[CH:22][C:21]([N:24]3[C:28]([CH3:29])=[C:27]([CH:33]4[CH2:35][CH2:34]4)[C:26]([CH3:31])=[N:25]3)=[CH:20][C:19]=2[CH3:32])=[C:5]([N:9]2[C:13](=[O:14])[N:12]([CH3:15])[N:11]=[N:10]2)[CH:6]=[CH:7][CH:8]=1, predict the reactants needed to synthesize it. The reactants are: [CH3:1][O:2][C:3]1[C:4]([CH2:16][O:17][C:18]2[CH:23]=[CH:22][C:21]([N:24]3[C:28]([CH3:29])=[C:27](Br)[C:26]([CH3:31])=[N:25]3)=[CH:20][C:19]=2[CH3:32])=[C:5]([N:9]2[C:13](=[O:14])[N:12]([CH3:15])[N:11]=[N:10]2)[CH:6]=[CH:7][CH:8]=1.[CH:33]1(B(O)O)[CH2:35][CH2:34]1.P([O-])([O-])([O-])=O.[K+].[K+].[K+].O1CCOCC1. (5) Given the product [CH:45]([O:47][CH2:48][CH2:49][O:50][NH:51][C:25]([C:12]1[C:13]([NH:16][C:17]2[CH:22]=[CH:21][C:20]([I:23])=[CH:19][C:18]=2[Cl:24])=[C:14]([F:15])[C:9]2[N:8]=[CH:7][N:6]([CH2:5][CH2:4][CH2:3][CH2:2][Cl:1])[C:10]=2[CH:11]=1)=[O:27])=[CH2:46], predict the reactants needed to synthesize it. The reactants are: [Cl:1][CH2:2][CH2:3][CH2:4][CH2:5][N:6]1[C:10]2[CH:11]=[C:12]([C:25]([OH:27])=O)[C:13]([NH:16][C:17]3[CH:22]=[CH:21][C:20]([I:23])=[CH:19][C:18]=3[Cl:24])=[C:14]([F:15])[C:9]=2[N:8]=[CH:7]1.C(N(CC)CC)C.C1C=CC2N(O)N=NC=2C=1.[CH:45]([O:47][CH2:48][CH2:49][O:50][NH2:51])=[CH2:46].CCN=C=NCCCN(C)C.